The task is: Regression. Given a peptide amino acid sequence and an MHC pseudo amino acid sequence, predict their binding affinity value. This is MHC class II binding data.. This data is from Peptide-MHC class II binding affinity with 134,281 pairs from IEDB. (1) The peptide sequence is GELQIVDKIDAAFKF. The binding affinity (normalized) is 0.489. The MHC is DRB1_0101 with pseudo-sequence DRB1_0101. (2) The peptide sequence is QRMMAEIDTDGDGFI. The MHC is DRB1_0802 with pseudo-sequence DRB1_0802. The binding affinity (normalized) is 0.309. (3) The peptide sequence is AAAAAYETAFAAIVP. The MHC is HLA-DQA10301-DQB10302 with pseudo-sequence HLA-DQA10301-DQB10302. The binding affinity (normalized) is 0.165. (4) The peptide sequence is QKKYFAATQFEPLAA. The MHC is HLA-DPA10201-DPB10101 with pseudo-sequence HLA-DPA10201-DPB10101. The binding affinity (normalized) is 0.810. (5) The peptide sequence is LTAAINKGILVTVNPHHHHHH. The MHC is DRB1_0301 with pseudo-sequence DRB1_0301. The binding affinity (normalized) is 0.516. (6) The peptide sequence is ALSINELSNLAKGEK. The MHC is DRB1_0802 with pseudo-sequence DRB1_0802. The binding affinity (normalized) is 0.447. (7) The peptide sequence is EKKYFAATQFEQLAA. The MHC is HLA-DPA10103-DPB10401 with pseudo-sequence HLA-DPA10103-DPB10401. The binding affinity (normalized) is 1.00.